Dataset: Reaction yield outcomes from USPTO patents with 853,638 reactions. Task: Predict the reaction yield, written as a fraction of the theoretical maximum amount of product (1.0 means a 100% yield; for example, 0.34 means a 34% yield). The reactants are [NH2:1][C:2]1[CH:7]=[CH:6][C:5]([CH:8]2[CH2:11][O:10][CH2:9]2)=[CH:4][C:3]=1[NH:12][C:13](=O)[CH2:14][CH2:15][CH:16]1[CH2:19][CH:18]([N:20]([CH2:22][C@@H:23]2[C@@H:30]3[C@@H:26]([O:27][C:28]([CH3:32])([CH3:31])[O:29]3)[C@H:25]([N:33]3[CH:41]=[N:40][C:39]4[C:34]3=[N:35][CH:36]=[N:37][C:38]=4[NH2:42])[O:24]2)[CH3:21])[CH2:17]1.C(O)(=O)C. The catalyst is C(Cl)Cl. The product is [CH3:31][C:28]1([CH3:32])[O:29][C@@H:30]2[C@@H:23]([CH2:22][N:20]([CH3:21])[CH:18]3[CH2:17][CH:16]([CH2:15][CH2:14][C:13]4[NH:1][C:2]5[CH:7]=[CH:6][C:5]([CH:8]6[CH2:9][O:10][CH2:11]6)=[CH:4][C:3]=5[N:12]=4)[CH2:19]3)[O:24][C@@H:25]([N:33]3[CH:41]=[N:40][C:39]4[C:34]3=[N:35][CH:36]=[N:37][C:38]=4[NH2:42])[C@@H:26]2[O:27]1. The yield is 0.650.